Dataset: Full USPTO retrosynthesis dataset with 1.9M reactions from patents (1976-2016). Task: Predict the reactants needed to synthesize the given product. (1) Given the product [ClH:16].[CH:1]1([S:4][C:5]2[CH:12]=[CH:11][CH:10]=[CH:9][C:6]=2[CH2:7][NH2:8])[CH2:3][CH2:2]1, predict the reactants needed to synthesize it. The reactants are: [CH:1]1([S:4][C:5]2[CH:12]=[CH:11][CH:10]=[CH:9][C:6]=2[C:7]#[N:8])[CH2:3][CH2:2]1.S(C)C.[ClH:16]. (2) Given the product [CH3:1][O:2][C:3]([C:4]1[C:5]2[CH:13]=[CH:12][CH2:11][O:10][C:6]=2[CH:7]=[CH:8][CH:9]=1)=[O:14], predict the reactants needed to synthesize it. The reactants are: [CH3:1][O:2][C:3](=[O:14])[C:4]1[CH:9]=[CH:8][CH:7]=[C:6]([O:10][CH2:11][C:12]#[CH:13])[CH:5]=1. (3) Given the product [NH2:1][C:2]1[CH:3]=[C:4]([S:8]([N:11]2[C:17]3[CH:18]=[CH:19][CH:20]=[CH:21][C:22]=3[O:15][C:14](=[O:16])[CH:12]2[CH3:13])(=[O:9])=[O:10])[CH:5]=[CH:6][CH:7]=1, predict the reactants needed to synthesize it. The reactants are: [NH2:1][C:2]1[CH:3]=[C:4]([S:8]([N:11]([C:17]2[CH:22]=[CH:21][CH:20]=[CH:19][C:18]=2O)[C@H:12]([C:14]([OH:16])=[O:15])[CH3:13])(=[O:10])=[O:9])[CH:5]=[CH:6][CH:7]=1.O.C1(C)C=CC(S(O)(=O)=O)=CC=1.C(=O)(O)[O-].[Na+]. (4) The reactants are: [CH3:1][O:2][C:3]1[N:8]=[C:7]([O:9][CH3:10])[N:6]=[C:5]([CH:11]2[C:19]3[C:14](=[C:15]([F:20])[CH:16]=[CH:17][CH:18]=3)[NH:13][C:12]2=[O:21])[N:4]=1.N12CCN(CC1)CC2.[F:30][C:31]([F:44])([F:43])[S:32](O[S:32]([C:31]([F:44])([F:43])[F:30])(=[O:34])=[O:33])(=[O:34])=[O:33].Cl. Given the product [F:30][C:31]([F:44])([F:43])[S:32]([O:21][C:12]1[NH:13][C:14]2[C:19]([C:11]=1[C:5]1[N:4]=[C:3]([O:2][CH3:1])[N:8]=[C:7]([O:9][CH3:10])[N:6]=1)=[CH:18][CH:17]=[CH:16][C:15]=2[F:20])(=[O:34])=[O:33], predict the reactants needed to synthesize it. (5) The reactants are: [F:1][C:2]1[C:3]([O:27][CH2:28][CH:29]([CH3:31])[CH3:30])=[CH:4][CH:5]=[C:6]2[C:11]=1[C:10]([CH3:13])([CH3:12])[C:9](=[O:14])[C:8]([C:15]([NH:17][CH2:18][C:19]([O:21]C(C)(C)C)=[O:20])=[O:16])=[C:7]2[OH:26]. Given the product [F:1][C:2]1[C:3]([O:27][CH2:28][CH:29]([CH3:31])[CH3:30])=[CH:4][CH:5]=[C:6]2[C:11]=1[C:10]([CH3:13])([CH3:12])[C:9](=[O:14])[C:8]([C:15]([NH:17][CH2:18][C:19]([OH:21])=[O:20])=[O:16])=[C:7]2[OH:26], predict the reactants needed to synthesize it. (6) The reactants are: Cl[C:2]1[C:11]2[C:6](=[CH:7][CH:8]=[CH:9][CH:10]=2)[N:5]=[C:4]([CH3:12])[N:3]=1.[CH2:13]([C:15]1[CH:20]=[CH:19][C:18]([NH2:21])=[CH:17][CH:16]=1)[CH3:14]. Given the product [CH2:13]([C:15]1[CH:20]=[CH:19][C:18]([NH:21][C:2]2[C:11]3[C:6](=[CH:7][CH:8]=[CH:9][CH:10]=3)[N:5]=[C:4]([CH3:12])[N:3]=2)=[CH:17][CH:16]=1)[CH3:14], predict the reactants needed to synthesize it.